Task: Predict the product of the given reaction.. Dataset: Forward reaction prediction with 1.9M reactions from USPTO patents (1976-2016) (1) Given the reactants Cl[C:2]1[N:7]=[CH:6][N:5]=[C:4]([NH:8][C:9]2[CH:20]=[CH:19][C:12]([CH2:13][NH:14][S:15]([CH3:18])(=[O:17])=[O:16])=[CH:11][CH:10]=2)[CH:3]=1.[CH3:21][O:22][C:23]1[CH:28]=[CH:27][CH:26]=[CH:25][C:24]=1B(O)O.C([O-])([O-])=O.[Na+].[Na+].O, predict the reaction product. The product is: [CH3:21][O:22][C:23]1[CH:28]=[CH:27][CH:26]=[CH:25][C:24]=1[C:2]1[N:7]=[CH:6][N:5]=[C:4]([NH:8][C:9]2[CH:20]=[CH:19][C:12]([CH2:13][NH:14][S:15]([CH3:18])(=[O:17])=[O:16])=[CH:11][CH:10]=2)[CH:3]=1. (2) Given the reactants [Cl:1][C:2]1[CH:9]=[C:8]([O:10][CH3:11])[C:7]([CH3:12])=[CH:6][C:3]=1[CH:4]=O.[CH3:13][C:14](O)=[O:15], predict the reaction product. The product is: [Cl:1][C:2]1[CH:9]=[C:8]([O:10][CH3:11])[C:7]([CH3:12])=[CH:6][C:3]=1[CH2:4][C:14](=[O:15])[CH3:13]. (3) Given the reactants [Cl:1][C:2]1[CH:3]=[C:4]([CH:9]=[C:10]([NH:12][S:13]([CH3:16])(=[O:15])=[O:14])[N:11]=1)[C:5]([O:7]C)=[O:6].[OH-].[Li+].Cl, predict the reaction product. The product is: [Cl:1][C:2]1[CH:3]=[C:4]([CH:9]=[C:10]([NH:12][S:13]([CH3:16])(=[O:15])=[O:14])[N:11]=1)[C:5]([OH:7])=[O:6]. (4) Given the reactants [Cl:1][C:2]1[CH:3]=[C:4]([C@@H:12]([CH2:31][CH:32]2[CH2:36][CH2:35][CH2:34][CH2:33]2)[C:13]([NH:15][C:16]2[CH:20]=[CH:19][N:18]([CH2:21][C:22]3[CH:30]=[CH:29][C:25]([C:26]([OH:28])=O)=[CH:24][CH:23]=3)[N:17]=2)=[O:14])[CH:5]=[CH:6][C:7]=1[S:8]([CH3:11])(=[O:10])=[O:9].C(Cl)(=O)C(Cl)=O.N1C(C)=CC=CC=1C.[CH3:51][N:52]([CH2:54][CH2:55][CH2:56][NH2:57])[CH3:53], predict the reaction product. The product is: [Cl:1][C:2]1[CH:3]=[C:4]([C@@H:12]([CH2:31][CH:32]2[CH2:36][CH2:35][CH2:34][CH2:33]2)[C:13]([NH:15][C:16]2[CH:20]=[CH:19][N:18]([CH2:21][C:22]3[CH:30]=[CH:29][C:25]([C:26]([NH:57][CH2:56][CH2:55][CH2:54][N:52]([CH3:53])[CH3:51])=[O:28])=[CH:24][CH:23]=3)[N:17]=2)=[O:14])[CH:5]=[CH:6][C:7]=1[S:8]([CH3:11])(=[O:9])=[O:10]. (5) Given the reactants [C:1]([O:5][C:6](=[O:15])[C:7]1[CH:12]=[CH:11][C:10]([CH:13]=O)=[CH:9][CH:8]=1)([CH3:4])([CH3:3])[CH3:2].[NH2:16][CH2:17][CH2:18][C:19]1[C:27]2[C:22](=[CH:23][CH:24]=[CH:25][CH:26]=2)[NH:21][CH:20]=1.[CH3:28][C:29]([CH2:31][C:32]([C:34](OC)=[O:35])=[O:33])=[O:30], predict the reaction product. The product is: [NH:21]1[C:22]2[C:27](=[CH:26][CH:25]=[CH:24][CH:23]=2)[C:19]([CH2:18][CH2:17][N:16]2[C:34](=[O:35])[C:32]([OH:33])=[C:31]([C:29](=[O:30])[CH3:28])[CH:13]2[C:10]2[CH:11]=[CH:12][C:7]([C:6]([O:5][C:1]([CH3:4])([CH3:3])[CH3:2])=[O:15])=[CH:8][CH:9]=2)=[CH:20]1. (6) The product is: [CH3:1][O:2][C:3](=[O:34])[CH2:4][C@H:5]1[C:9]2[CH:10]=[CH:11][C:12]([O:14][C@H:15]3[C:23]4[C:18](=[C:19]([C:36]5[C:41]([CH3:42])=[CH:40][C:39]([C:43]6[N:44]=[C:45]([CH3:49])[N:46]([CH3:48])[CH:47]=6)=[CH:38][C:37]=5[CH3:50])[CH:20]=[CH:21][C:22]=4[F:24])[CH2:17][CH2:16]3)=[CH:13][C:8]=2[O:7][CH2:6]1. Given the reactants [CH3:1][O:2][C:3](=[O:34])[CH2:4][C@H:5]1[C:9]2[CH:10]=[CH:11][C:12]([O:14][C@H:15]3[C:23]4[C:18](=[C:19](B5OC(C)(C)C(C)(C)O5)[CH:20]=[CH:21][C:22]=4[F:24])[CH2:17][CH2:16]3)=[CH:13][C:8]=2[O:7][CH2:6]1.Cl[C:36]1[C:41]([CH3:42])=[CH:40][C:39]([C:43]2[N:44]=[C:45]([CH3:49])[N:46]([CH3:48])[CH:47]=2)=[CH:38][C:37]=1[CH3:50].BrC1C=CC(F)=C2C=1CC[C@H]2OC1C=CC2[C@H](CC(OC)=O)COC=2C=1, predict the reaction product. (7) Given the reactants [C:1](Cl)(=[O:8])[C:2]1[CH:7]=[CH:6][CH:5]=[CH:4][CH:3]=1.[Cl:10][C:11]1[CH:16]=[CH:15][C:14]([CH3:17])=[CH:13][C:12]=1[OH:18].C(N(CC)CC)C, predict the reaction product. The product is: [Cl:10][C:11]1[CH:16]=[CH:15][C:14]([CH3:17])=[CH:13][C:12]=1[O:18][C:1](=[O:8])[C:2]1[CH:7]=[CH:6][CH:5]=[CH:4][CH:3]=1. (8) The product is: [Cl:16][C:17]1[C:22]2[CH:23]=[CH:24][N:25]([C:9]([O:11][C:12]([CH3:13])([CH3:14])[CH3:15])=[O:10])[C:21]=2[CH:20]=[CH:19][N:18]=1. Given the reactants [C:9](O[C:9]([O:11][C:12]([CH3:15])([CH3:14])[CH3:13])=[O:10])([O:11][C:12]([CH3:15])([CH3:14])[CH3:13])=[O:10].[Cl:16][C:17]1[C:22]2[CH:23]=[CH:24][NH:25][C:21]=2[CH:20]=[CH:19][N:18]=1, predict the reaction product.